Dataset: Reaction yield outcomes from USPTO patents with 853,638 reactions. Task: Predict the reaction yield, written as a fraction of the theoretical maximum amount of product (1.0 means a 100% yield; for example, 0.34 means a 34% yield). The reactants are [H-].[Na+].[Cl:3][C:4]1[C:5]2[CH:12]=[CH:11][NH:10][C:6]=2[N:7]=[CH:8][N:9]=1.[H][H].[C:15]1([S:21](Cl)(=[O:23])=[O:22])[CH:20]=[CH:19][CH:18]=[CH:17][CH:16]=1. The catalyst is CN(C)C=O.O. The product is [C:15]1([S:21]([N:10]2[C:6]3[N:7]=[CH:8][N:9]=[C:4]([Cl:3])[C:5]=3[CH:12]=[CH:11]2)(=[O:23])=[O:22])[CH:20]=[CH:19][CH:18]=[CH:17][CH:16]=1. The yield is 0.890.